From a dataset of Reaction yield outcomes from USPTO patents with 853,638 reactions. Predict the reaction yield, written as a fraction of the theoretical maximum amount of product (1.0 means a 100% yield; for example, 0.34 means a 34% yield). (1) The reactants are [C:1]1([C:7]#[C:8][C:9]2[N:14]=[C:13]([C:15]([NH:17][C:18]3[NH:22][C:21]4[CH:23]=[CH:24][CH:25]=[C:26]([C:27](O)=[O:28])[C:20]=4[N:19]=3)=[O:16])[CH:12]=[CH:11][CH:10]=2)[CH:6]=[CH:5][CH:4]=[CH:3][CH:2]=1.CN(C(ON1N=NC2C=CC=CC1=2)=[N+](C)C)C.F[P-](F)(F)(F)(F)F.CCN(C(C)C)C(C)C.Cl.[CH3:64][S:65]([C:68]1[CH:75]=[CH:74][C:71]([CH2:72][NH2:73])=[CH:70][CH:69]=1)(=[O:67])=[O:66]. The catalyst is CN(C=O)C. The product is [CH3:64][S:65]([C:68]1[CH:75]=[CH:74][C:71]([CH2:72][NH:73][C:27]([C:26]2[C:20]3[N:19]=[C:18]([NH:17][C:15]([C:13]4[CH:12]=[CH:11][CH:10]=[C:9]([C:8]#[C:7][C:1]5[CH:6]=[CH:5][CH:4]=[CH:3][CH:2]=5)[N:14]=4)=[O:16])[NH:22][C:21]=3[CH:23]=[CH:24][CH:25]=2)=[O:28])=[CH:70][CH:69]=1)(=[O:66])=[O:67]. The yield is 0.480. (2) The reactants are [CH2:1]([N:5]([CH2:16][CH2:17][CH2:18][CH3:19])[C:6]1[CH:13]=[CH:12][C:9]([CH:10]=O)=[C:8]([O:14][CH3:15])[CH:7]=1)[CH2:2][CH2:3][CH3:4].[C:20]([C:22]1[C:23](=[C:30]([C:33]#[N:34])[C:31]#[N:32])[O:24][C:25]([CH3:29])([CH3:28])[C:26]=1[CH3:27])#[N:21].C([O-])(=O)C.[NH4+]. The catalyst is C(O)C. The product is [CH2:1]([N:5]([CH2:16][CH2:17][CH2:18][CH3:19])[C:6]1[CH:13]=[CH:12][C:9]([CH:10]=[CH:27][C:26]2[C:25]([CH3:28])([CH3:29])[O:24][C:23](=[C:30]([C:31]#[N:32])[C:33]#[N:34])[C:22]=2[C:20]#[N:21])=[C:8]([O:14][CH3:15])[CH:7]=1)[CH2:2][CH2:3][CH3:4]. The yield is 0.951. (3) The reactants are [C:1]([N:9]1[C:17]2[C:12](=[CH:13][C:14]([C:18]([O:20]CC3C=CC=CC=3)=[O:19])=[CH:15][CH:16]=2)[CH:11]=[CH:10]1)(=[O:8])[C:2]1[CH:7]=[CH:6][CH:5]=[CH:4][CH:3]=1.[H][H]. The catalyst is C(O)C.[Pd]. The product is [C:1]([N:9]1[C:17]2[C:12](=[CH:13][C:14]([C:18]([OH:20])=[O:19])=[CH:15][CH:16]=2)[CH:11]=[CH:10]1)(=[O:8])[C:2]1[CH:3]=[CH:4][CH:5]=[CH:6][CH:7]=1. The yield is 0.660. (4) The catalyst is C1COCC1. The reactants are [NH2:1][C:2]1[CH:3]=[C:4]([CH:7]=[CH:8][C:9]=1[NH:10][CH2:11][CH3:12])[C:5]#[N:6].[CH2:13]([N:20]=[C:21]=[S:22])[C:14]1[CH:19]=[CH:18][CH:17]=[CH:16][CH:15]=1. The product is [CH2:13]([NH:20][C:21]([NH:1][C:2]1[CH:3]=[C:4]([C:5]#[N:6])[CH:7]=[CH:8][C:9]=1[NH:10][CH2:11][CH3:12])=[S:22])[C:14]1[CH:19]=[CH:18][CH:17]=[CH:16][CH:15]=1. The yield is 0.930. (5) The reactants are [O:1]1[C:5]2[CH:6]=[CH:7][CH:8]=[CH:9][C:4]=2[N:3]=[C:2]1[C:10]1[CH:15]=[CH:14][C:13]([OH:16])=[CH:12][CH:11]=1.[CH2:17](Br)[CH:18]=[CH2:19].C([O-])([O-])=O.[Na+].[Na+]. The catalyst is CN1CCCC1=O.C(OC(=O)C)C. The product is [CH2:19]([O:16][C:13]1[CH:14]=[CH:15][C:10]([C:2]2[O:1][C:5]3[CH:6]=[CH:7][CH:8]=[CH:9][C:4]=3[N:3]=2)=[CH:11][CH:12]=1)[CH:18]=[CH2:17]. The yield is 0.860. (6) The reactants are NC(N)=O.[Cl:5][C:6]1[CH:12]=[CH:11][C:9]([NH2:10])=[C:8]([OH:13])[C:7]=1[S:14]([N:17]1[CH2:22][CH2:21][S:20](=[O:23])[CH2:19][CH2:18]1)(=[O:16])=[O:15].[Br:24][C:25]1[CH:30]=[CH:29][CH:28]=[CH:27][C:26]=1[N:31]=[C:32]=[O:33]. No catalyst specified. The product is [Br:24][C:25]1[CH:30]=[CH:29][CH:28]=[CH:27][C:26]=1[NH:31][C:32]([NH:10][C:9]1[CH:11]=[CH:12][C:6]([Cl:5])=[C:7]([S:14]([N:17]2[CH2:18][CH2:19][S:20](=[O:23])[CH2:21][CH2:22]2)(=[O:16])=[O:15])[C:8]=1[OH:13])=[O:33]. The yield is 0.460. (7) The reactants are C(N(CC)CC)C.[Cl:8][C:9]1[C:14]([C:15]([F:18])([F:17])[F:16])=[CH:13][N:12]=[C:11]2[NH:19][CH:20]=[C:21]([NH2:22])[C:10]=12.[C:23](O)(=[O:30])[C:24]1[CH:29]=[CH:28][CH:27]=[N:26][CH:25]=1.C1N(P(Cl)(N2C(=O)OCC2)=O)C(=O)OC1. The catalyst is C(Cl)Cl.O. The product is [Cl:8][C:9]1[C:14]([C:15]([F:18])([F:16])[F:17])=[CH:13][N:12]=[C:11]2[NH:19][CH:20]=[C:21]([NH:22][C:23](=[O:30])[C:24]3[CH:29]=[CH:28][CH:27]=[N:26][CH:25]=3)[C:10]=12. The yield is 0.320.